Dataset: Forward reaction prediction with 1.9M reactions from USPTO patents (1976-2016). Task: Predict the product of the given reaction. Given the reactants [CH2:1]([O:3][C:4]([C:6]1[CH:10]=[C:9]([C:11]2[CH:16]=[CH:15][C:14]([Cl:17])=[CH:13][CH:12]=2)[NH:8][N:7]=1)=[O:5])[CH3:2].[CH3:18]I.[OH-].[K+], predict the reaction product. The product is: [CH2:1]([O:3][C:4]([C:6]1[N:7]([CH3:18])[N:8]=[C:9]([C:11]2[CH:12]=[CH:13][C:14]([Cl:17])=[CH:15][CH:16]=2)[CH:10]=1)=[O:5])[CH3:2].[CH2:1]([O:3][C:4]([C:6]1[CH:10]=[C:9]([C:11]2[CH:12]=[CH:13][C:14]([Cl:17])=[CH:15][CH:16]=2)[N:8]([CH3:18])[N:7]=1)=[O:5])[CH3:2].